This data is from Catalyst prediction with 721,799 reactions and 888 catalyst types from USPTO. The task is: Predict which catalyst facilitates the given reaction. (1) The catalyst class is: 1. Product: [C:17]([C:15]1[CH:14]=[C:13]([NH:23][C:24]([C:26]2[NH:27][C:28]3[C:33]([CH:34]=2)=[CH:32][CH:31]=[C:30]([NH:35][S:36]([CH3:39])(=[O:38])=[O:37])[CH:29]=3)=[O:25])[CH:12]=[C:11]([C:8]([C:5]2[CH:6]=[CH:7][C:2]([F:1])=[CH:3][CH:4]=2)([CH3:10])[CH3:9])[CH:16]=1)#[CH:18]. Reactant: [F:1][C:2]1[CH:7]=[CH:6][C:5]([C:8]([C:11]2[CH:12]=[C:13]([NH:23][C:24]([C:26]3[NH:27][C:28]4[C:33]([CH:34]=3)=[CH:32][CH:31]=[C:30]([NH:35][S:36]([CH3:39])(=[O:38])=[O:37])[CH:29]=4)=[O:25])[CH:14]=[C:15]([C:17]#[C:18][Si](C)(C)C)[CH:16]=2)([CH3:10])[CH3:9])=[CH:4][CH:3]=1.CCCC[N+](CCCC)(CCCC)CCCC.[F-].O. (2) Reactant: [NH2:1][C:2]1[CH:3]=[CH:4][C:5]([O:8][C:9](=[O:18])[N:10]([CH3:17])[C:11]2[CH:16]=[CH:15][CH:14]=[CH:13][CH:12]=2)=[N:6][CH:7]=1.[C:19]([C:21]1[CH:22]=[C:23]([CH:27]=[CH:28][CH:29]=1)[C:24](Cl)=[O:25])#[N:20].C(N(CC)CC)C.ClCCl. Product: [C:19]([C:21]1[CH:22]=[C:23]([CH:27]=[CH:28][CH:29]=1)[C:24]([NH:1][C:2]1[CH:3]=[CH:4][C:5]([O:8][C:9](=[O:18])[N:10]([CH3:17])[C:11]2[CH:16]=[CH:15][CH:14]=[CH:13][CH:12]=2)=[N:6][CH:7]=1)=[O:25])#[N:20]. The catalyst class is: 10. (3) Reactant: O=[C:2]1[C:11]2[C:10]([C:12](OC)=O)=[CH:9][CH:8]=[CH:7][C:6]=2[NH:5][CH:4]([C:16]2[CH:21]=[CH:20][CH:19]=[CH:18][CH:17]=2)[CH:3]1[C:22]1[CH:27]=[CH:26][CH:25]=[CH:24][CH:23]=1.[OH2:28].[NH2:29][NH2:30]. Product: [C:16]1([CH:4]2[NH:5][C:6]3[C:11]4[C:2](=[N:29][NH:30][C:12](=[O:28])[C:10]=4[CH:9]=[CH:8][CH:7]=3)[CH:3]2[C:22]2[CH:27]=[CH:26][CH:25]=[CH:24][CH:23]=2)[CH:17]=[CH:18][CH:19]=[CH:20][CH:21]=1. The catalyst class is: 6. (4) Reactant: [NH2:1][C:2]1[CH:3]=[CH:4][CH:5]=[C:6]2[C:10]=1[NH:9][C:8]([C:11]([O:13][CH2:14][CH3:15])=[O:12])=[CH:7]2.[CH3:16][O:17][C:18]([C:20]1[S:21][CH:22]=[CH:23][C:24]=1[S:25](Cl)(=[O:27])=[O:26])=[O:19]. Product: [CH3:16][O:17][C:18]([C:20]1[S:21][CH:22]=[CH:23][C:24]=1[S:25]([NH:1][C:2]1[CH:3]=[CH:4][CH:5]=[C:6]2[C:10]=1[NH:9][C:8]([C:11]([O:13][CH2:14][CH3:15])=[O:12])=[CH:7]2)(=[O:27])=[O:26])=[O:19]. The catalyst class is: 17.